Dataset: Forward reaction prediction with 1.9M reactions from USPTO patents (1976-2016). Task: Predict the product of the given reaction. (1) Given the reactants [C:1]([C:4]1[C:9]([Cl:10])=[N:8][C:7]([Cl:11])=[CH:6][N:5]=1)([OH:3])=[O:2].[CH3:12]SC1N=C(NCC2C=CC(OC)=C(Cl)C=2)C(C(OCC)=O)=CN=1.C(=O)([O-])O.[Na+].CI, predict the reaction product. The product is: [CH3:12][O:2][C:1]([C:4]1[C:9]([Cl:10])=[N:8][C:7]([Cl:11])=[CH:6][N:5]=1)=[O:3]. (2) Given the reactants [C:1](=[O:4])([O-])[O-].[Cs+].[Cs+].O=[C:8]1[N:13]([C:14]2[CH:19]=[CH:18][CH:17]=[C:16]([C:20]([F:23])([F:22])[F:21])[CH:15]=2)[C:12]2[CH2:24][CH2:25][NH:26][C:27](=[O:28])[C:11]=2[CH:10]([C:29]2[CH:36]=[CH:35][C:32]([C:33]#[N:34])=[CH:31][C:30]=2[C:37]([F:40])([F:39])[F:38])[NH:9]1.CI, predict the reaction product. The product is: [CH3:8][N:9]1[CH:10]([C:29]2[CH:36]=[CH:35][C:32]([C:33]#[N:34])=[CH:31][C:30]=2[C:37]([F:39])([F:40])[F:38])[C:11]2[C:27](=[O:28])[NH:26][CH2:25][CH2:24][C:12]=2[N:13]([C:14]2[CH:19]=[CH:18][CH:17]=[C:16]([C:20]([F:23])([F:21])[F:22])[CH:15]=2)[C:1]1=[O:4]. (3) Given the reactants [C:1]([C:3]1[CH:4]=[N:5][N:6]2[C:11]([C:12]([F:15])([F:14])[F:13])=[CH:10][C:9]([C:16]3[CH:21]=[CH:20][C:19]([C:22]([F:25])([F:24])[F:23])=[CH:18][CH:17]=3)=[N:8][C:7]=12)#[CH:2].[N:26]1[CH:31]=[CH:30][C:29]([NH:32][S:33]([C:36]2[S:37][C:38](Br)=[CH:39][CH:40]=2)(=[O:35])=[O:34])=[CH:28][CH:27]=1.C(O)(C(F)(F)F)=O, predict the reaction product. The product is: [N:26]1[CH:31]=[CH:30][C:29]([NH:32][S:33]([C:36]2[S:37][C:38]([C:2]#[C:1][C:3]3[CH:4]=[N:5][N:6]4[C:11]([C:12]([F:14])([F:13])[F:15])=[CH:10][C:9]([C:16]5[CH:21]=[CH:20][C:19]([C:22]([F:25])([F:24])[F:23])=[CH:18][CH:17]=5)=[N:8][C:7]=34)=[CH:39][CH:40]=2)(=[O:34])=[O:35])=[CH:28][CH:27]=1.